Dataset: Full USPTO retrosynthesis dataset with 1.9M reactions from patents (1976-2016). Task: Predict the reactants needed to synthesize the given product. Given the product [CH3:1][C:2]1[C:11]2[O:10][CH2:9][C:8](=[O:12])[NH:7][C:6]=2[CH:5]=[C:4]([C:13]2[CH:24]=[CH:23][CH:22]=[C:15]([CH2:16][N:25]3[CH:29]=[CH:28][CH:27]=[N:26]3)[CH:14]=2)[CH:3]=1, predict the reactants needed to synthesize it. The reactants are: [CH3:1][C:2]1[C:11]2[O:10][CH2:9][C:8](=[O:12])[NH:7][C:6]=2[CH:5]=[C:4]([C:13]2[CH:14]=[C:15]([CH:22]=[CH:23][CH:24]=2)[CH2:16]OS(C)(=O)=O)[CH:3]=1.[NH:25]1[CH:29]=[CH:28][CH:27]=[N:26]1.